This data is from Catalyst prediction with 721,799 reactions and 888 catalyst types from USPTO. The task is: Predict which catalyst facilitates the given reaction. Reactant: [O:1]1[C:5]2[CH:6]=[CH:7][C:8]([C:10]3[CH:11]=[C:12]4[C:16](=[CH:17][CH:18]=3)[NH:15][C:14]3[C:19]([CH3:23])=[N:20][CH:21]=[CH:22][C:13]4=3)=[CH:9][C:4]=2[CH2:3][CH2:2]1.[H-].[Na+].[CH3:26]Br. Product: [O:1]1[C:5]2[CH:6]=[CH:7][C:8]([C:10]3[CH:11]=[C:12]4[C:16](=[CH:17][CH:18]=3)[N:15]([CH3:26])[C:14]3[C:19]([CH3:23])=[N:20][CH:21]=[CH:22][C:13]4=3)=[CH:9][C:4]=2[CH2:3][CH2:2]1. The catalyst class is: 3.